From a dataset of Full USPTO retrosynthesis dataset with 1.9M reactions from patents (1976-2016). Predict the reactants needed to synthesize the given product. (1) Given the product [C:13]([O:17][C:18]([N:20]1[CH2:26][CH2:25][C:24]2[C:27]([S:32][CH2:33][C:34]3[CH:39]=[CH:38][C:37]([CH2:1][C:2]([CH3:5])([CH3:4])[CH3:3])=[CH:36][N:35]=3)=[C:28]([Cl:31])[CH:29]=[CH:30][C:23]=2[CH2:22][CH2:21]1)=[O:19])([CH3:16])([CH3:14])[CH3:15], predict the reactants needed to synthesize it. The reactants are: [CH2:1]([Mg]Cl)[C:2]([CH3:5])([CH3:4])[CH3:3].C(OCC)C.[C:13]([O:17][C:18]([N:20]1[CH2:26][CH2:25][C:24]2[C:27]([S:32][CH2:33][C:34]3[CH:39]=[CH:38][C:37](Br)=[CH:36][N:35]=3)=[C:28]([Cl:31])[CH:29]=[CH:30][C:23]=2[CH2:22][CH2:21]1)=[O:19])([CH3:16])([CH3:15])[CH3:14]. (2) Given the product [F:1][C:2]1[CH:7]=[CH:6][C:5]([C:8]2[N:32]=[C:30]3[O:29][N:28]=[C:27]([CH3:26])[C:31]3=[C:20]([C:19]3[CH:22]=[CH:23][CH:24]=[CH:25][C:18]=3[F:17])[C:9]=2[C:10]2[CH:15]=[CH:14][N:13]=[CH:12][CH:11]=2)=[CH:4][CH:3]=1, predict the reactants needed to synthesize it. The reactants are: [F:1][C:2]1[CH:7]=[CH:6][C:5]([C:8](=O)[CH2:9][C:10]2[CH:15]=[CH:14][N:13]=[CH:12][CH:11]=2)=[CH:4][CH:3]=1.[F:17][C:18]1[CH:25]=[CH:24][CH:23]=[CH:22][C:19]=1[CH:20]=O.[CH3:26][C:27]1[CH:31]=[C:30]([NH2:32])[O:29][N:28]=1.[N+]([O-])([O-])=O.[NH4+].[Ce+4].[N+]([O-])([O-])=O.[N+]([O-])([O-])=O.[N+]([O-])([O-])=O.[N+]([O-])([O-])=O.